This data is from Forward reaction prediction with 1.9M reactions from USPTO patents (1976-2016). The task is: Predict the product of the given reaction. (1) Given the reactants Br[C:2]1[CH:7]=[C:6]([C:8]([CH3:11])([CH3:10])[CH3:9])[CH:5]=[C:4]([Br:12])[CH:3]=1.C([Sn](CCCC)(CCCC)[C:18]([O:20]CC)=[CH2:19])CCC, predict the reaction product. The product is: [Br:12][C:4]1[CH:3]=[C:2]([C:18](=[O:20])[CH3:19])[CH:7]=[C:6]([C:8]([CH3:11])([CH3:10])[CH3:9])[CH:5]=1. (2) Given the reactants I.[NH:2]([C:4]([S:6][CH3:7])=[NH:5])[NH2:3].[Br:8][C:9]1[CH:10]=[C:11]([C:17](=O)[CH:18]=NO)[CH:12]=[C:13]([Br:16])[C:14]=1[OH:15], predict the reaction product. The product is: [Br:8][C:9]1[CH:10]=[C:11]([C:17]2[N:3]=[N:2][C:4]([S:6][CH3:7])=[N:5][CH:18]=2)[CH:12]=[C:13]([Br:16])[C:14]=1[OH:15]. (3) Given the reactants [F:1][C:2]([F:18])([C:9]([F:17])([F:16])[C:10]([F:15])([F:14])[CH:11]([F:13])[F:12])[CH2:3][CH:4]([C:7]#[N:8])[C:5]#[N:6].I[CH2:20][CH2:21][CH2:22][CH3:23].C(=O)([O-])[O-].[K+].[K+].Cl, predict the reaction product. The product is: [CH2:20]([C:4]([CH2:3][C:2]([F:18])([F:1])[C:9]([F:16])([F:17])[C:10]([F:14])([F:15])[CH:11]([F:13])[F:12])([C:7]#[N:8])[C:5]#[N:6])[CH2:21][CH2:22][CH3:23]. (4) Given the reactants [N+:1]([C:4]1[CH:9]=[CH:8][C:7]([NH:10][CH2:11][CH2:12][NH:13][CH2:14][CH2:15][OH:16])=[C:6]([CH3:17])[CH:5]=1)([O-])=O.C1(N)C(F)=C(F)C(F)=C(N)C=1F.[ClH:30].Cl, predict the reaction product. The product is: [ClH:30].[ClH:30].[NH2:1][C:4]1[CH:9]=[CH:8][C:7]([NH:10][CH2:11][CH2:12][NH:13][CH2:14][CH2:15][OH:16])=[C:6]([CH3:17])[CH:5]=1. (5) The product is: [CH3:3][N:4]([CH2:22][C:23]1[CH:28]=[CH:27][C:26]([O:29][C:30]([F:33])([F:32])[F:31])=[CH:25][CH:24]=1)[C:5](=[O:21])[O:6][CH2:7][C@:8]1([CH3:19])[O:20][C:11]2=[N:12][C:13]([N+:15]([O-:17])=[O:16])=[CH:14][N:10]2[CH2:9]1. Given the reactants [H-].[Na+].[CH3:3][N:4]([CH2:22][C:23]1[CH:28]=[CH:27][C:26]([O:29][C:30]([F:33])([F:32])[F:31])=[CH:25][CH:24]=1)[C:5](=[O:21])[O:6][CH2:7][C@@:8]([OH:20])([CH3:19])[CH2:9][N:10]1[CH:14]=[C:13]([N+:15]([O-:17])=[O:16])[N:12]=[C:11]1Cl, predict the reaction product.